The task is: Binary Classification. Given a drug SMILES string, predict its activity (active/inactive) in a high-throughput screening assay against a specified biological target.. This data is from KCNQ2 potassium channel screen with 302,405 compounds. (1) The drug is S(=O)(=O)(NCc1c(OC)cccc1)c1ccc(c2oc(nc2)C2CC2)cc1. The result is 0 (inactive). (2) The molecule is s1c(OCc2ccc(cc2)C#N)nc(c1)C. The result is 0 (inactive). (3) The drug is S(CC(=O)NNC(=O)C(C)C)c1[nH]nc(c(=O)n1)C. The result is 0 (inactive). (4) The drug is Clc1c(OCCCC(=O)NC(CO)(C)C)ccc(Cl)c1. The result is 0 (inactive).